From a dataset of Reaction yield outcomes from USPTO patents with 853,638 reactions. Predict the reaction yield, written as a fraction of the theoretical maximum amount of product (1.0 means a 100% yield; for example, 0.34 means a 34% yield). (1) The product is [CH2:26]([S:23]([C:21]1[CH:20]=[CH:19][C:18]([F:28])=[C:17]([C:16]2[C:11]3[CH:10]=[C:9]([C:31]([O:33][CH2:34][CH3:35])=[O:32])[NH:8][C:12]=3[C:13](=[O:30])[N:14]([CH3:29])[CH:15]=2)[CH:22]=1)(=[O:24])=[O:25])[CH3:27]. The reactants are C([N:8]1[C:12]2[C:13](=[O:30])[N:14]([CH3:29])[CH:15]=[C:16]([C:17]3[CH:22]=[C:21]([S:23]([CH2:26][CH3:27])(=[O:25])=[O:24])[CH:20]=[CH:19][C:18]=3[F:28])[C:11]=2[CH:10]=[C:9]1[C:31]([O:33][CH2:34][CH3:35])=[O:32])C1C=CC=CC=1.C1(OC)C=CC=CC=1.OS(O)(=O)=O.FC(F)(F)C(O)=O. No catalyst specified. The yield is 0.870. (2) The reactants are [C:1]([N:4]1[C:13]2[C:8](=[CH:9][C:10](Br)=[CH:11][CH:12]=2)[C@H:7]([NH:15][C:16]2[CH:23]=[CH:22][C:19]([C:20]#[N:21])=[CH:18][N:17]=2)[CH2:6][C@@H:5]1[CH3:24])(=[O:3])[CH3:2].[CH3:25][O:26][C:27]([C:29]1[CH:34]=[CH:33][C:32](B(O)O)=[CH:31][CH:30]=1)=[O:28].C(=O)([O-])[O-].[K+].[K+].COCCOC. The catalyst is C1C=CC([P]([Pd]([P](C2C=CC=CC=2)(C2C=CC=CC=2)C2C=CC=CC=2)([P](C2C=CC=CC=2)(C2C=CC=CC=2)C2C=CC=CC=2)[P](C2C=CC=CC=2)(C2C=CC=CC=2)C2C=CC=CC=2)(C2C=CC=CC=2)C2C=CC=CC=2)=CC=1.O. The product is [C:1]([N:4]1[C:13]2[C:8](=[CH:9][C:10]([C:32]3[CH:33]=[CH:34][C:29]([C:27]([O:26][CH3:25])=[O:28])=[CH:30][CH:31]=3)=[CH:11][CH:12]=2)[C@H:7]([NH:15][C:16]2[CH:23]=[CH:22][C:19]([C:20]#[N:21])=[CH:18][N:17]=2)[CH2:6][C@@H:5]1[CH3:24])(=[O:3])[CH3:2]. The yield is 0.880. (3) The reactants are [Cl:1][C:2]1[CH:7]=[CH:6][C:5]([C:8]2[N:9]=[C:10]([C:24]([O:26][C:27]([CH3:30])([CH3:29])[CH3:28])=[O:25])[C:11]([C:21](O)=[O:22])=[N:12][C:13]=2[C:14]2[CH:19]=[CH:18][C:17]([Cl:20])=[CH:16][CH:15]=2)=[CH:4][CH:3]=1.CN(C(ON1N=NC2C=CC=NC1=2)=[N+](C)C)C.F[P-](F)(F)(F)(F)F.[CH3:55][C:56]([NH2:60])([CH3:59])[CH2:57][OH:58].C1CN([P+](ON2N=NC3C=CC=CC2=3)(N2CCCC2)N2CCCC2)CC1.F[P-](F)(F)(F)(F)F. The catalyst is N1C=CC=CC=1.ClCCl. The product is [C:27]([O:26][C:24]([C:10]1[C:11]([C:21](=[O:22])[NH:60][C:56]([CH3:59])([CH3:55])[CH2:57][OH:58])=[N:12][C:13]([C:14]2[CH:19]=[CH:18][C:17]([Cl:20])=[CH:16][CH:15]=2)=[C:8]([C:5]2[CH:4]=[CH:3][C:2]([Cl:1])=[CH:7][CH:6]=2)[N:9]=1)=[O:25])([CH3:30])([CH3:28])[CH3:29]. The yield is 0.320. (4) The reactants are C[O:2][C:3](=[O:15])[C:4]1[CH:9]=[C:8]([O:10][CH3:11])[C:7]([O:12][CH3:13])=[CH:6][C:5]=1[Br:14].O.[NH2:17][NH2:18]. The catalyst is CCO. The product is [Br:14][C:5]1[CH:6]=[C:7]([O:12][CH3:13])[C:8]([O:10][CH3:11])=[CH:9][C:4]=1[C:3]([O:2][NH:17][NH2:18])=[O:15]. The yield is 0.870.